Task: Predict the reactants needed to synthesize the given product.. Dataset: Full USPTO retrosynthesis dataset with 1.9M reactions from patents (1976-2016) (1) Given the product [Br:5][C:6]1[CH:25]=[CH:24][CH:23]=[CH:22][C:7]=1[O:8][C:9]1[CH:18]=[C:17]([N+:19]([O-:21])=[O:20])[CH:16]=[CH:15][C:10]=1[C:11]([OH:13])=[O:12], predict the reactants needed to synthesize it. The reactants are: CO.[OH-].[Na+].[Br:5][C:6]1[CH:25]=[CH:24][CH:23]=[CH:22][C:7]=1[O:8][C:9]1[CH:18]=[C:17]([N+:19]([O-:21])=[O:20])[CH:16]=[CH:15][C:10]=1[C:11]([O:13]C)=[O:12]. (2) Given the product [CH2:1]([C:3]1[CH:4]=[C:5]([C:9]2[C:14]([F:15])=[CH:13][CH:12]=[CH:11][C:10]=2[C:16]([OH:31])([C@@H:25]2[CH2:30][CH2:29][CH2:28][N:27]([C:35](=[O:36])[CH2:34][CH:33]([OH:32])[CH2:38][N:39]([CH3:52])[S:40]([C:43]3[CH:48]=[CH:47][CH:46]=[CH:45][C:44]=3[N+:49]([O-:51])=[O:50])(=[O:41])=[O:42])[CH2:26]2)[CH2:17][CH2:18][CH2:19][NH:20][C:21](=[O:24])[O:22][CH3:23])[CH:6]=[CH:7][CH:8]=1)[CH3:2], predict the reactants needed to synthesize it. The reactants are: [CH2:1]([C:3]1[CH:4]=[C:5]([C:9]2[C:14]([F:15])=[CH:13][CH:12]=[CH:11][C:10]=2[C:16]([OH:31])([C@@H:25]2[CH2:30][CH2:29][CH2:28][NH:27][CH2:26]2)[CH2:17][CH2:18][CH2:19][NH:20][C:21](=[O:24])[O:22][CH3:23])[CH:6]=[CH:7][CH:8]=1)[CH3:2].[OH:32][CH:33]([CH2:38][N:39]([CH3:52])[S:40]([C:43]1[CH:48]=[CH:47][CH:46]=[CH:45][C:44]=1[N+:49]([O-:51])=[O:50])(=[O:42])=[O:41])[CH2:34][C:35]([O-])=[O:36].[Li+].CCN(C(C)C)C(C)C.CN(C(ON1N=NC2C=CC=CC1=2)=[N+](C)C)C.F[P-](F)(F)(F)(F)F.